From a dataset of Full USPTO retrosynthesis dataset with 1.9M reactions from patents (1976-2016). Predict the reactants needed to synthesize the given product. (1) Given the product [O:16]=[C:7]1[C:8]2[C:9](=[CH:12][CH:13]=[CH:14][CH:15]=2)[C:10](=[O:11])[N:6]1[CH2:5][CH:4]=[O:3], predict the reactants needed to synthesize it. The reactants are: C([O:3][CH:4](OCC)[CH2:5][N:6]1[C:10](=[O:11])[C:9]2=[CH:12][CH:13]=[CH:14][CH:15]=[C:8]2[C:7]1=[O:16])C. (2) Given the product [CH3:14][O:15][C:16]1[CH:21]=[C:20]([C:2]2[C:11]3[C:6](=[CH:7][CH:8]=[CH:9][CH:10]=3)[C:5](=[O:12])[N:4]([CH3:13])[CH:3]=2)[CH:19]=[CH:18][CH:17]=1, predict the reactants needed to synthesize it. The reactants are: Br[C:2]1[C:11]2[C:6](=[CH:7][CH:8]=[CH:9][CH:10]=2)[C:5](=[O:12])[N:4]([CH3:13])[CH:3]=1.[CH3:14][O:15][C:16]1[CH:17]=[C:18](B(O)O)[CH:19]=[CH:20][CH:21]=1.C1C=CC(P(C2C=CC=CC=2)C2C=CC=CC=2)=CC=1.C([O-])([O-])=O.[Na+].[Na+]. (3) The reactants are: [CH2:1]([NH:8][C:9]([NH:11][C@@H:12]1[CH2:20][C@H:19]2[C@:15]([C:28]3[CH:33]=[CH:32][C:31]([O:34][CH3:35])=[C:30]([O:36][CH3:37])[CH:29]=3)([CH2:16][CH2:17][N:18]2C(OC(C)(C)C)=O)[CH2:14][CH2:13]1)=[S:10])[C:2]1[CH:7]=[CH:6][CH:5]=[CH:4][CH:3]=1.FC(F)(F)C(O)=O. Given the product [CH2:1]([NH:8][C:9]([NH:11][C@@H:12]1[CH2:20][C@H:19]2[C@:15]([C:28]3[CH:33]=[CH:32][C:31]([O:34][CH3:35])=[C:30]([O:36][CH3:37])[CH:29]=3)([CH2:16][CH2:17][NH:18]2)[CH2:14][CH2:13]1)=[S:10])[C:2]1[CH:7]=[CH:6][CH:5]=[CH:4][CH:3]=1, predict the reactants needed to synthesize it. (4) Given the product [CH3:20][N:19]([CH3:21])[CH2:18][C:17]#[C:16][C@H:13]1[CH2:14][CH2:15][C@H:10]([N:8]([C:5]2[N:6]=[N:7][C:2]([O:23][CH3:22])=[CH:3][CH:4]=2)[CH3:9])[CH2:11][CH2:12]1, predict the reactants needed to synthesize it. The reactants are: Cl[C:2]1[N:7]=[N:6][C:5]([N:8]([C@H:10]2[CH2:15][CH2:14][C@H:13]([C:16]#[C:17][CH2:18][N:19]([CH3:21])[CH3:20])[CH2:12][CH2:11]2)[CH3:9])=[CH:4][CH:3]=1.[CH3:22][O-:23].[Na+]. (5) The reactants are: O[Li:2].O.C[O:5][C:6](=[O:46])[CH2:7][C:8]1[CH:45]=[CH:44][CH:43]=[CH:42][C:9]=1[CH2:10][CH2:11][C:12]1[C:17]([C:18]([F:21])([F:20])[F:19])=[CH:16][N:15]=[C:14]([NH:22][C:23]2[CH:28]=[CH:27][C:26]([CH:29]3[CH2:34][CH2:33][CH2:32][N:31]([C:35]([O:37][C:38]([CH3:41])([CH3:40])[CH3:39])=[O:36])[CH2:30]3)=[CH:25][CH:24]=2)[N:13]=1. Given the product [C:38]([O:37][C:35]([N:31]1[CH2:32][CH2:33][CH2:34][CH:29]([C:26]2[CH:25]=[CH:24][C:23]([NH:22][C:14]3[N:13]=[C:12]([CH2:11][CH2:10][C:9]4[CH:42]=[CH:43][CH:44]=[CH:45][C:8]=4[CH2:7][C:6]([O-:46])=[O:5])[C:17]([C:18]([F:20])([F:19])[F:21])=[CH:16][N:15]=3)=[CH:28][CH:27]=2)[CH2:30]1)=[O:36])([CH3:41])([CH3:39])[CH3:40].[Li+:2], predict the reactants needed to synthesize it.